Dataset: Catalyst prediction with 721,799 reactions and 888 catalyst types from USPTO. Task: Predict which catalyst facilitates the given reaction. (1) Reactant: C(OC([NH:8][C@@H:9]([CH2:17][C:18]([O:20][C:21]1[CH:26]=[CH:25][C:24]([C@@H:27]2[CH2:32][CH2:31][N:30]([C@@H:33]3[CH2:37][CH2:36][N:35]([CH2:38][C:39]4[CH:44]=[CH:43][C:42]([CH3:45])=[CH:41][CH:40]=4)[C:34]3=[O:46])[CH2:29][C@H:28]2[F:47])=[CH:23][CH:22]=1)=[O:19])[C:10]([O:12]C(C)(C)C)=[O:11])=O)(C)(C)C.[ClH:48].C(OCC)C. Product: [ClH:48].[NH2:8][C@@H:9]([CH2:17][C:18]([O:20][C:21]1[CH:22]=[CH:23][C:24]([C@@H:27]2[CH2:32][CH2:31][N:30]([C@@H:33]3[CH2:37][CH2:36][N:35]([CH2:38][C:39]4[CH:40]=[CH:41][C:42]([CH3:45])=[CH:43][CH:44]=4)[C:34]3=[O:46])[CH2:29][C@H:28]2[F:47])=[CH:25][CH:26]=1)=[O:19])[C:10]([OH:12])=[O:11]. The catalyst class is: 2. (2) Reactant: [O:1]=[C:2]1[C:6](=[CH:7][C:8]2[CH:9]=[C:10]([CH:14]=[CH:15][CH:16]=2)[C:11](O)=[O:12])[S:5][C:4]([N:17]2[CH2:22][CH2:21][S:20][CH2:19][CH2:18]2)=[N:3]1.[Cl:23][C:24]1[N:29]=[C:28]([N:30]2[CH2:35][CH2:34][NH:33][CH2:32][CH2:31]2)[CH:27]=[CH:26][CH:25]=1.CN(C(ON1N=NC2C=CC=CC1=2)=[N+](C)C)C.[B-](F)(F)(F)F.C1C=CC2N(O)N=NC=2C=1.C(N(C(C)C)CC)(C)C. The catalyst class is: 1. Product: [Cl:23][C:24]1[N:29]=[C:28]([N:30]2[CH2:35][CH2:34][N:33]([C:11]([C:10]3[CH:9]=[C:8]([CH:16]=[CH:15][CH:14]=3)[CH:7]=[C:6]3[S:5][C:4]([N:17]4[CH2:22][CH2:21][S:20][CH2:19][CH2:18]4)=[N:3][C:2]3=[O:1])=[O:12])[CH2:32][CH2:31]2)[CH:27]=[CH:26][CH:25]=1. (3) Reactant: Cl[C:2]1[C:7]([CH3:8])=[N:6][C:5]([CH3:9])=[CH:4][N:3]=1.[C:10]([N:17]1[CH2:22][CH2:21][NH:20][CH2:19][CH2:18]1)([O:12][C:13]([CH3:16])([CH3:15])[CH3:14])=[O:11].C1(P(C2CCCCC2)C2C=CC=CC=2C2C(C(C)C)=CC(C(C)C)=CC=2C(C)C)CCCCC1.CC(C)([O-])C.[Na+]. Product: [C:13]([O:12][C:10]([N:17]1[CH2:22][CH2:21][N:20]([C:2]2[C:7]([CH3:8])=[N:6][C:5]([CH3:9])=[CH:4][N:3]=2)[CH2:19][CH2:18]1)=[O:11])([CH3:16])([CH3:14])[CH3:15]. The catalyst class is: 487. (4) Reactant: [NH2:1][CH2:2][C:3]1[CH:4]=[C:5]([N:9]2[C:14]([CH3:15])=[CH:13][C:12]([O:16][CH2:17][C:18]3[CH:23]=[CH:22][C:21]([F:24])=[CH:20][C:19]=3[F:25])=[C:11]([Br:26])[C:10]2=[O:27])[CH:6]=[CH:7][CH:8]=1.N1C=CC=CC=1.Cl[C:35]([O:37][C:38]1[CH:43]=[CH:42][C:41]([N+:44]([O-:46])=[O:45])=[CH:40][CH:39]=1)=[O:36]. Product: [Br:26][C:11]1[C:10](=[O:27])[N:9]([C:5]2[CH:4]=[C:3]([CH:8]=[CH:7][CH:6]=2)[CH2:2][NH:1][C:35](=[O:36])[O:37][C:38]2[CH:39]=[CH:40][C:41]([N+:44]([O-:46])=[O:45])=[CH:42][CH:43]=2)[C:14]([CH3:15])=[CH:13][C:12]=1[O:16][CH2:17][C:18]1[CH:23]=[CH:22][C:21]([F:24])=[CH:20][C:19]=1[F:25]. The catalyst class is: 4. (5) Reactant: [C:1]([N:4]1[C:13]2[C:8](=[CH:9][C:10]([C:14]([OH:16])=O)=[CH:11][CH:12]=2)[C@H:7]([O:17][C:18]2[CH:23]=[CH:22][C:21]([N:24]3[CH2:29][CH2:28][O:27][CH2:26][CH2:25]3)=[CH:20][CH:19]=2)[CH2:6][C@@H:5]1[CH3:30])(=[O:3])[CH3:2].Cl.C1C=CC2N(O)N=[N:38][C:36]=2C=1.CN. Product: [C:1]([N:4]1[C:13]2[C:8](=[CH:9][C:10]([C:14]([NH:38][CH3:36])=[O:16])=[CH:11][CH:12]=2)[CH:7]([O:17][C:18]2[CH:19]=[CH:20][C:21]([N:24]3[CH2:29][CH2:28][O:27][CH2:26][CH2:25]3)=[CH:22][CH:23]=2)[CH2:6][CH:5]1[CH3:30])(=[O:3])[CH3:2]. The catalyst class is: 46. (6) Reactant: [CH3:1][C:2]1[N:7]=[C:6]([C:8]([NH:10][C:11]2[CH:16]=[CH:15][CH:14]=[C:13]([O:17][C:18]3[CH:19]=[N:20][C:21]([NH:24][S:25]([C:28]4[CH:33]=[CH:32][C:31]([CH3:34])=[CH:30][CH:29]=4)(=[O:27])=[O:26])=[CH:22][CH:23]=3)[CH:12]=2)=[O:9])[CH:5]=[CH:4][CH:3]=1.C(N(CC)C(C)C)(C)C.CN(C)C=O.I[CH2:50][C:51]([NH2:53])=[O:52]. Product: [NH2:53][C:51](=[O:52])[CH2:50][N:20]1[C:21](=[N:24][S:25]([C:28]2[CH:29]=[CH:30][C:31]([CH3:34])=[CH:32][CH:33]=2)(=[O:27])=[O:26])[CH:22]=[CH:23][C:18]([O:17][C:13]2[CH:12]=[C:11]([NH:10][C:8]([C:6]3[CH:5]=[CH:4][CH:3]=[C:2]([CH3:1])[N:7]=3)=[O:9])[CH:16]=[CH:15][CH:14]=2)=[CH:19]1. The catalyst class is: 662. (7) Reactant: [F:1][C:2]([F:25])([F:24])[C:3]([N:5]1[CH2:23][CH2:22][C:9]2[C:10]3[C:11]([C:17]4[S:18][CH:19]=[CH:20][N:21]=4)=[CH:12][CH2:13][C:14]=3[CH:15]=[CH:16][C:8]=2[CH2:7][CH2:6]1)=[O:4].[H][H]. Product: [F:25][C:2]([F:1])([F:24])[C:3]([N:5]1[CH2:23][CH2:22][C:9]2[C:10]3[CH:11]([C:17]4[S:18][CH:19]=[CH:20][N:21]=4)[CH2:12][CH2:13][C:14]=3[CH:15]=[CH:16][C:8]=2[CH2:7][CH2:6]1)=[O:4]. The catalyst class is: 29.